This data is from Forward reaction prediction with 1.9M reactions from USPTO patents (1976-2016). The task is: Predict the product of the given reaction. Given the reactants [CH2:1]([O:7][C:8]1[CH:13]=[CH:12][C:11]([CH2:14][CH2:15][C:16]([NH:18][NH:19][C:20](=O)[C:21]2[CH:26]=[CH:25][C:24]([C:27]([O:29][CH3:30])=[O:28])=[CH:23][CH:22]=2)=O)=[CH:10][CH:9]=1)[CH2:2][CH2:3][CH2:4][CH2:5][CH3:6].P12(SP3(SP(SP(S3)(S1)=S)(=S)S2)=S)=[S:33].O, predict the reaction product. The product is: [CH2:1]([O:7][C:8]1[CH:13]=[CH:12][C:11]([CH2:14][CH2:15][C:16]2[S:33][C:20]([C:21]3[CH:26]=[CH:25][C:24]([C:27]([O:29][CH3:30])=[O:28])=[CH:23][CH:22]=3)=[N:19][N:18]=2)=[CH:10][CH:9]=1)[CH2:2][CH2:3][CH2:4][CH2:5][CH3:6].